The task is: Predict the product of the given reaction.. This data is from Forward reaction prediction with 1.9M reactions from USPTO patents (1976-2016). (1) Given the reactants [CH2:1]([O:8][C:9]1[CH:14]=[CH:13][CH:12]=[CH:11][C:10]=1[C:15](=O)[CH3:16])[C:2]1[CH:7]=[CH:6][CH:5]=[CH:4][CH:3]=1.[C:18]([CH2:20][C:21]([O:23][C:24]([CH3:27])([CH3:26])[CH3:25])=[O:22])#[N:19].[N+:28]([C:31]1[CH:32]=[C:33]([CH:36]=[CH:37][CH:38]=1)[CH:34]=O)([O-:30])=[O:29].C([O-])(=O)C.[NH4+:43].C(=O)([O-])O.[Na+], predict the reaction product. The product is: [NH2:19][C:18]1[N:43]=[C:15]([C:10]2[CH:11]=[CH:12][CH:13]=[CH:14][C:9]=2[O:8][CH2:1][C:2]2[CH:7]=[CH:6][CH:5]=[CH:4][CH:3]=2)[CH:16]=[C:34]([C:33]2[CH:36]=[CH:37][CH:38]=[C:31]([N+:28]([O-:30])=[O:29])[CH:32]=2)[C:20]=1[C:21]([O:23][C:24]([CH3:27])([CH3:26])[CH3:25])=[O:22]. (2) The product is: [Br:1][C:2]1[N:3]=[C:4]2[CH2:12][CH2:11][CH2:10][N:9]([CH2:14][CH2:15][CH2:16][CH2:17][CH2:18][CH2:19][C:20]([O:22][CH2:23][CH3:24])=[O:21])[C:5]2=[N:6][C:7]=1[Cl:8]. Given the reactants [Br:1][C:2]1[N:3]=[C:4]2[CH2:12][CH2:11][C:10](=O)[N:9]([CH2:14][CH2:15][CH2:16][CH2:17][CH2:18][CH2:19][C:20]([O:22][CH2:23][CH3:24])=[O:21])[C:5]2=[N:6][C:7]=1[Cl:8].O1CCCC1.B.CO, predict the reaction product. (3) Given the reactants [O:1]1[CH2:6][CH2:5][C:4](=O)[CH2:3][CH2:2]1.[CH3:8][C:9]1[N:10]=[C:11]([CH2:14][C:15]#[N:16])[S:12][CH:13]=1.C([O-])(O)=O.[Na+].CCOC(C)=O, predict the reaction product. The product is: [CH3:8][C:9]1[N:10]=[C:11]([C:14](=[C:4]2[CH2:5][CH2:6][O:1][CH2:2][CH2:3]2)[C:15]#[N:16])[S:12][CH:13]=1. (4) Given the reactants [O:1]([CH2:8][C:9]1[CH:16]=[CH:15][C:12]([CH:13]=O)=[CH:11][CH:10]=1)[C:2]1[CH:7]=[CH:6][CH:5]=[CH:4][CH:3]=1.[NH2:17][C:18]1[CH:19]=[CH:20][C:21]([CH:25]2[CH2:30][CH2:29][N:28]([C:31]([O:33][C:34]([CH3:37])([CH3:36])[CH3:35])=[O:32])[CH2:27][CH2:26]2)=[N:22][C:23]=1[NH2:24].C(OI(C1C=CC=CC=1)OC(=O)C)(=O)C, predict the reaction product. The product is: [O:1]([CH2:8][C:9]1[CH:16]=[CH:15][C:12]([C:13]2[NH:24][C:23]3=[N:22][C:21]([CH:25]4[CH2:30][CH2:29][N:28]([C:31]([O:33][C:34]([CH3:36])([CH3:35])[CH3:37])=[O:32])[CH2:27][CH2:26]4)=[CH:20][CH:19]=[C:18]3[N:17]=2)=[CH:11][CH:10]=1)[C:2]1[CH:7]=[CH:6][CH:5]=[CH:4][CH:3]=1. (5) Given the reactants [C:1]([C:3]1[CH:4]=[C:5]([C:8]([OH:10])=O)[NH:6][CH:7]=1)#[N:2].ClC(N(C)C)=C(C)C.[C:19]([O:23][C:24]([N:26]1[CH2:31][CH2:30][CH:29]([C:32]2[CH:37]=[CH:36][C:35]([NH2:38])=[C:34]([C:39]3[CH2:44][CH2:43][CH2:42][CH2:41][CH:40]=3)[CH:33]=2)[CH2:28][CH2:27]1)=[O:25])([CH3:22])([CH3:21])[CH3:20], predict the reaction product. The product is: [C:19]([O:23][C:24]([N:26]1[CH2:31][CH2:30][CH:29]([C:32]2[CH:37]=[CH:36][C:35]([NH:38][C:8]([C:5]3[NH:6][CH:7]=[C:3]([C:1]#[N:2])[CH:4]=3)=[O:10])=[C:34]([C:39]3[CH2:44][CH2:43][CH2:42][CH2:41][CH:40]=3)[CH:33]=2)[CH2:28][CH2:27]1)=[O:25])([CH3:22])([CH3:20])[CH3:21]. (6) Given the reactants [OH:1][C:2]1[C:3]([C:8]([O:10][CH2:11][CH3:12])=[O:9])=[N:4][CH:5]=[CH:6][CH:7]=1.Br[CH:14]([CH3:20])[C:15]([O:17][CH2:18][CH3:19])=[O:16].C(=O)([O-])[O-].[K+].[K+], predict the reaction product. The product is: [CH2:18]([O:17][C:15](=[O:16])[CH:14]([CH3:20])[O:1][C:2]1[C:3]([C:8]([O:10][CH2:11][CH3:12])=[O:9])=[N:4][CH:5]=[CH:6][CH:7]=1)[CH3:19]. (7) The product is: [C:4]1([CH:8]=[CH:9][C:8]([C:4]2[CH:5]=[CH:6][CH:7]=[CH:2][CH:3]=2)=[O:10])[CH:5]=[CH:6][CH:7]=[CH:2][CH:3]=1. Given the reactants O[C:2]1[CH:3]=[C:4]([C:8](=[O:10])[CH3:9])[CH:5]=[CH:6][CH:7]=1.[OH-].[K+], predict the reaction product.